From a dataset of Buchwald-Hartwig C-N cross coupling reaction yields with 55,370 reactions. Predict the reaction yield, written as a fraction of the theoretical maximum amount of product (1.0 means a 100% yield; for example, 0.34 means a 34% yield). (1) The reactants are Brc1ccccn1.Cc1ccc(N)cc1.O=S(=O)(O[Pd]1c2ccccc2-c2ccccc2N~1)C(F)(F)F.COc1ccc(OC)c(P(C(C)(C)C)C(C)(C)C)c1-c1c(C(C)C)cc(C(C)C)cc1C(C)C.CN1CCCN2CCCN=C12.CCOC(=O)c1cc(C)no1. No catalyst specified. The product is Cc1ccc(Nc2ccccn2)cc1. The yield is 0.966. (2) The reactants are Clc1cccnc1.Cc1ccc(N)cc1.O=S(=O)(O[Pd]1c2ccccc2-c2ccccc2N~1)C(F)(F)F.CC(C)c1cc(C(C)C)c(-c2ccccc2P(C2CCCCC2)C2CCCCC2)c(C(C)C)c1.CCN=P(N=P(N(C)C)(N(C)C)N(C)C)(N(C)C)N(C)C.CCOC(=O)c1cnoc1C. No catalyst specified. The product is Cc1ccc(Nc2cccnc2)cc1. The yield is 0.172. (3) The reactants are Clc1ccccn1.Cc1ccc(N)cc1.O=S(=O)(O[Pd]1c2ccccc2-c2ccccc2N~1)C(F)(F)F.COc1ccc(OC)c(P(C(C)(C)C)C(C)(C)C)c1-c1c(C(C)C)cc(C(C)C)cc1C(C)C.CN1CCCN2CCCN=C12.CCOC(=O)c1ccon1. The yield is 0.849. No catalyst specified. The product is Cc1ccc(Nc2ccccn2)cc1.